From a dataset of Forward reaction prediction with 1.9M reactions from USPTO patents (1976-2016). Predict the product of the given reaction. (1) The product is: [CH2:31]([C:16]1[C:15]2[C:19](=[CH:20][CH:21]=[CH:22][C:14]=2[NH:13][C:11]([C:8]2[N:5]3[CH:6]=[CH:7][C:2]([N:42]4[CH2:47][CH2:46][NH:45][CH2:44][CH2:43]4)=[CH:3][C:4]3=[N:10][CH:9]=2)=[O:12])[N:18]([CH2:23][C:24]2[CH:29]=[CH:28][CH:27]=[C:26]([CH3:30])[N:25]=2)[N:17]=1)[CH3:32]. Given the reactants F[C:2]1[CH:7]=[CH:6][N:5]2[C:8]([C:11]([NH:13][C:14]3[CH:22]=[CH:21][CH:20]=[C:19]4[C:15]=3[C:16]([CH2:31][CH3:32])=[N:17][N:18]4[CH2:23][C:24]3[CH:29]=[CH:28][CH:27]=[C:26]([CH3:30])[N:25]=3)=[O:12])=[CH:9][N:10]=[C:4]2[CH:3]=1.CN1CCCN(C)C1=O.[NH:42]1[CH2:47][CH2:46][NH:45][CH2:44][CH2:43]1, predict the reaction product. (2) The product is: [Cl:46][C:29]1[C:30]([C:32]2[CH:33]=[N:34][CH:35]=[C:36]([NH:38][CH2:39][CH:40]3[CH2:45][CH2:44][O:43][CH2:42][CH2:41]3)[N:37]=2)=[CH:31][C:26]([NH:25][C:14]([C@H:10]2[CH2:11][CH2:12][CH2:13][N:8]([C:6]([O:5][C:1]([CH3:2])([CH3:3])[CH3:4])=[O:7])[CH2:9]2)=[O:16])=[N:27][CH:28]=1. Given the reactants [C:1]([O:5][C:6]([N:8]1[CH2:13][CH2:12][CH2:11][C@H:10]([C:14]([OH:16])=O)[CH2:9]1)=[O:7])([CH3:4])([CH3:3])[CH3:2].ClC(N(C)C)=C(C)C.[NH2:25][C:26]1[CH:31]=[C:30]([C:32]2[N:37]=[C:36]([NH:38][CH2:39][CH:40]3[CH2:45][CH2:44][O:43][CH2:42][CH2:41]3)[CH:35]=[N:34][CH:33]=2)[C:29]([Cl:46])=[CH:28][N:27]=1.N1C=CC=CC=1, predict the reaction product. (3) Given the reactants [CH:1]([NH:4][CH:5]([CH3:7])[CH3:6])([CH3:3])[CH3:2].[Li:8]CCCC.[CH2:13]([O:15][C:16]([CH:18]1[CH2:23][CH2:22][N:21]([C:24]([O:26][C:27]([CH3:30])([CH3:29])[CH3:28])=[O:25])[CH2:20][CH2:19]1)=[O:17])[CH3:14].[F:31][C:32]1[CH:42]=[CH:41][C:35](/[CH:36]=[CH:37]/[N+:38]([O-:40])=[O:39])=[CH:34][CH:33]=1, predict the reaction product. The product is: [Li+:8].[CH3:2][CH:1]([N-:4][CH:5]([CH3:7])[CH3:6])[CH3:3].[CH2:13]([O:15][C:16]([C:18]1([CH:36]([C:35]2[CH:41]=[CH:42][C:32]([F:31])=[CH:33][CH:34]=2)[CH2:37][N+:38]([O-:40])=[O:39])[CH2:23][CH2:22][N:21]([C:24]([O:26][C:27]([CH3:29])([CH3:28])[CH3:30])=[O:25])[CH2:20][CH2:19]1)=[O:17])[CH3:14].